Dataset: Reaction yield outcomes from USPTO patents with 853,638 reactions. Task: Predict the reaction yield, written as a fraction of the theoretical maximum amount of product (1.0 means a 100% yield; for example, 0.34 means a 34% yield). (1) The reactants are Br[CH2:2][C:3]1[C:12]2[C:7](=[CH:8][CH:9]=[CH:10][CH:11]=2)[C:6]([CH:13]=[O:14])=[CH:5][CH:4]=1.[C:15]1(=[O:25])[NH:19][C:18](=[O:20])[C:17]2=[CH:21][CH:22]=[CH:23][CH:24]=[C:16]12.[K]. The catalyst is CN(C=O)C.O. The product is [O:20]=[C:18]1[C:17]2[C:16](=[CH:24][CH:23]=[CH:22][CH:21]=2)[C:15](=[O:25])[N:19]1[CH2:2][C:3]1[C:12]2[C:7](=[CH:8][CH:9]=[CH:10][CH:11]=2)[C:6]([CH:13]=[O:14])=[CH:5][CH:4]=1. The yield is 0.980. (2) The reactants are [C:1]1([C:7]2[N:12]3[N:13]=[C:14]([NH2:16])[N:15]=[C:11]3[CH:10]=[CH:9][CH:8]=2)[CH:6]=[CH:5][CH:4]=[CH:3][CH:2]=1.O=[C:18]1[CH2:23][CH2:22][CH:21]([C:24]([O:26][CH2:27][CH3:28])=[O:25])[CH2:20][CH2:19]1.C(O[BH-](OC(=O)C)OC(=O)C)(=O)C.[Na+].C(O)(=O)C. The catalyst is ClCCCl. The product is [C:1]1([C:7]2[N:12]3[N:13]=[C:14]([NH:16][CH:18]4[CH2:23][CH2:22][CH:21]([C:24]([O:26][CH2:27][CH3:28])=[O:25])[CH2:20][CH2:19]4)[N:15]=[C:11]3[CH:10]=[CH:9][CH:8]=2)[CH:2]=[CH:3][CH:4]=[CH:5][CH:6]=1. The yield is 0.577. (3) The product is [OH:8][N:9]1[C:15](=[O:16])[N:14]2[CH2:17][C@H:10]1[CH2:11][CH2:12][C@H:13]2[C:18]1[O:22][C:21]([C:23]([NH2:25])=[O:24])=[N:20][N:19]=1. The reactants are C([O:8][N:9]1[C:15](=[O:16])[N:14]2[CH2:17][C@H:10]1[CH2:11][CH2:12][C@H:13]2[C:18]1[O:22][C:21]([C:23]([NH2:25])=[O:24])=[N:20][N:19]=1)C1C=CC=CC=1. The yield is 1.00. The catalyst is C1COCC1.[Pd]. (4) The reactants are [C:1]([C:3]1[C:4]([C:20]([F:23])([F:22])[F:21])=[C:5]2[C:9](=[CH:10][CH:11]=1)[N:8]([CH2:12][C:13](=[NH:16])[NH:14][OH:15])[C:7]([CH2:17][CH2:18][CH3:19])=[CH:6]2)#[N:2].[Cl:24][C:25]1[CH:33]=[CH:32][C:31]([N+:34]([O-:36])=[O:35])=[CH:30][C:26]=1[C:27](Cl)=O.C(N(CC)CC)C. The catalyst is C(#N)C. The product is [Cl:24][C:25]1[CH:33]=[CH:32][C:31]([N+:34]([O-:36])=[O:35])=[CH:30][C:26]=1[C:27]1[O:15][N:14]=[C:13]([CH2:12][N:8]2[C:9]3[C:5](=[C:4]([C:20]([F:22])([F:23])[F:21])[C:3]([C:1]#[N:2])=[CH:11][CH:10]=3)[CH:6]=[C:7]2[CH2:17][CH2:18][CH3:19])[N:16]=1. The yield is 0.680. (5) The reactants are [C:1]1([C:10]([OH:12])=[O:11])[C:9]2[C:4](=[CH:5][CH:6]=[CH:7][CH:8]=2)[CH2:3][CH:2]=1.[N+:13]([C:16]1[CH:23]=[CH:22][C:19]([CH2:20]Br)=[CH:18][CH:17]=1)([O-:15])=[O:14].N12CCCN=C1CCCCC2. The catalyst is C(O)C.C1C=CC=CC=1.[Pd]. The product is [N+:13]([C:16]1[CH:23]=[CH:22][C:19]([CH2:20][O:11][C:10]([CH:1]2[C:9]3[C:4](=[CH:5][CH:6]=[CH:7][CH:8]=3)[CH2:3][CH2:2]2)=[O:12])=[CH:18][CH:17]=1)([O-:15])=[O:14]. The yield is 0.950. (6) The reactants are Br[C:2]1[CH:8]=[CH:7][C:5]([NH2:6])=[CH:4][C:3]=1[C:9]([F:12])([F:11])[F:10].O.[C:14](N)(C)(C)[CH3:15].FC(OB([O-])[O-])=C(F)F.[K+].[K+]. The catalyst is C(O)(C)C.C1C=CC(P(C2C=CC=CC=2)[C-]2C=CC=C2)=CC=1.C1C=CC(P(C2C=CC=CC=2)[C-]2C=CC=C2)=CC=1.Cl[Pd]Cl.[Fe+2]. The product is [F:10][C:9]([F:12])([F:11])[C:3]1[CH:4]=[C:5]([CH:7]=[CH:8][C:2]=1[CH:14]=[CH2:15])[NH2:6]. The yield is 0.790. (7) The reactants are [C:1]1([C:13]([NH:15][C:16]2[CH:21]=[CH:20][C:19]([CH2:22][C:23](O)=[O:24])=[CH:18][CH:17]=2)=[O:14])[C:11]2=[C:12]3[C:7](=[CH:8][CH:9]=[CH:10]2)[CH2:6][CH2:5][CH2:4][N:3]3[CH:2]=1.[O:26]1[CH2:31][CH2:30][CH2:29][CH2:28][CH:27]1[O:32][NH2:33]. No catalyst specified. The product is [O:24]=[C:23]([NH:33][O:32][CH:27]1[CH2:28][CH2:29][CH2:30][CH2:31][O:26]1)[CH2:22][C:19]1[CH:18]=[CH:17][C:16]([NH:15][C:13]([C:1]2[C:11]3=[C:12]4[C:7](=[CH:8][CH:9]=[CH:10]3)[CH2:6][CH2:5][CH2:4][N:3]4[CH:2]=2)=[O:14])=[CH:21][CH:20]=1. The yield is 0.850. (8) The reactants are [NH2:1][C:2]1[N:7]=[CH:6][C:5]([C:8]([N:10]2[C@@H:15]([CH3:16])[CH2:14][O:13][CH2:12][C@H:11]2[CH3:17])=[O:9])=[CH:4][CH:3]=1.Br[C:19]1[C:20](=[O:27])[N:21]([CH3:26])[CH:22]=[C:23]([Br:25])[CH:24]=1.CC1(C)C2C(=C(P(C3C=CC=CC=3)C3C=CC=CC=3)C=CC=2)OC2C(P(C3C=CC=CC=3)C3C=CC=CC=3)=CC=CC1=2.C([O-])([O-])=O.[Cs+].[Cs+]. The catalyst is C1C=CC(/C=C/C(/C=C/C2C=CC=CC=2)=O)=CC=1.C1C=CC(/C=C/C(/C=C/C2C=CC=CC=2)=O)=CC=1.C1C=CC(/C=C/C(/C=C/C2C=CC=CC=2)=O)=CC=1.[Pd].[Pd].O1CCOCC1. The product is [Br:25][C:23]1[CH:24]=[C:19]([NH:1][C:2]2[CH:3]=[CH:4][C:5]([C:8]([N:10]3[C@@H:15]([CH3:16])[CH2:14][O:13][CH2:12][C@H:11]3[CH3:17])=[O:9])=[CH:6][N:7]=2)[C:20](=[O:27])[N:21]([CH3:26])[CH:22]=1. The yield is 0.660. (9) The reactants are Cl[C:2]1[C:7]([C:8]([O:10][CH2:11][CH3:12])=[O:9])=[CH:6][N:5]=[C:4]([S:13][CH3:14])[N:3]=1.[CH3:15][NH2:16]. The catalyst is C1COCC1. The product is [CH3:15][NH:16][C:2]1[C:7]([C:8]([O:10][CH2:11][CH3:12])=[O:9])=[CH:6][N:5]=[C:4]([S:13][CH3:14])[N:3]=1. The yield is 0.890.